This data is from Catalyst prediction with 721,799 reactions and 888 catalyst types from USPTO. The task is: Predict which catalyst facilitates the given reaction. (1) Reactant: [Br:1][C:2]1[CH:7]=[CH:6][C:5]([C:8](=[O:25])[C:9]([N:11]2[CH2:15][CH2:14][C:13]3([C:19]4[CH:20]=[CH:21][CH:22]=[CH:23][C:18]=4[C:17](=[O:24])[O:16]3)[CH2:12]2)=[O:10])=[C:4]([F:26])[CH:3]=1.O1CC[CH2:29][CH2:28]1.C([Mg]Br)C. Product: [Br:1][C:2]1[CH:7]=[CH:6][C:5]([C:8]([OH:25])([CH2:28][CH3:29])[C:9]([N:11]2[CH2:15][CH2:14][C:13]3([C:19]4[CH:20]=[CH:21][CH:22]=[CH:23][C:18]=4[C:17](=[O:24])[O:16]3)[CH2:12]2)=[O:10])=[C:4]([F:26])[CH:3]=1. The catalyst class is: 28. (2) Reactant: C([O:4][CH2:5][C@@H:6]1[C@@H:11]([O:12]C(=O)C)[C@H:10]([O:16]C(=O)C)[C@@H:9]([O:20]C(=O)C)[C@H:8]([N:24]2[C:32]3[C:27](=[C:28]([CH3:33])[CH:29]=[CH:30][CH:31]=3)[C:26]([CH2:34][C:35]3[CH:40]=[CH:39][C:38]([O:41][CH2:42][CH2:43][CH2:44]OS(C)(=O)=O)=[CH:37][CH:36]=3)=[CH:25]2)[O:7]1)(=O)C.[CH2:50]1[C:55]2([CH2:60][CH2:59][N:58]([C:61](=[O:71])[CH2:62][NH:63][C:64]([NH:66][CH2:67][CH:68]([CH3:70])[CH3:69])=[O:65])[CH2:57][CH2:56]2)[CH2:54][NH:53][CH2:52][CH2:51]1.C(N(C(C)C)CC)(C)C.C[O-].[Na+]. Product: [CH2:67]([NH:66][C:64]([NH:63][CH2:62][C:61]([N:58]1[CH2:59][CH2:60][C:55]2([CH2:50][CH2:51][CH2:52][N:53]([CH2:44][CH2:43][CH2:42][O:41][C:38]3[CH:39]=[CH:40][C:35]([CH2:34][C:26]4[C:27]5[C:32](=[CH:31][CH:30]=[CH:29][C:28]=5[CH3:33])[N:24]([C@H:8]5[C@H:9]([OH:20])[C@@H:10]([OH:16])[C@H:11]([OH:12])[C@@H:6]([CH2:5][OH:4])[O:7]5)[CH:25]=4)=[CH:36][CH:37]=3)[CH2:54]2)[CH2:56][CH2:57]1)=[O:71])=[O:65])[CH:68]([CH3:69])[CH3:70]. The catalyst class is: 449. (3) Reactant: [N:1]1([C:7]([O:9][C@@H:10]([CH3:16])/[CH:11]=[CH:12]\[C:13]([OH:15])=O)=[O:8])[CH2:6][CH2:5][O:4][CH2:3][CH2:2]1.F[P-](F)(F)(F)(F)F.N1(OC(N(C)C)=[N+](C)C)C2N=CC=CC=2N=N1.CCN(C(C)C)C(C)C.[CH2:50]([C@@H:53]1[O:58][C@H:57]([CH3:59])[C@H:56]([NH2:60])[CH2:55][C@@H:54]1[CH3:61])[CH:51]=[CH2:52]. Product: [N:1]1([C:7]([O:9][C@H:10](/[CH:11]=[CH:12]\[C:13]([NH:60][C@@H:56]2[CH2:55][C@H:54]([CH3:61])[C@H:53]([CH2:50][CH:51]=[CH2:52])[O:58][C@@H:57]2[CH3:59])=[O:15])[CH3:16])=[O:8])[CH2:2][CH2:3][O:4][CH2:5][CH2:6]1. The catalyst class is: 144. (4) Reactant: Cl[C:2]1[CH:7]=[N:6][CH:5]=[C:4]([Cl:8])[N:3]=1.[Cl:9][C:10]1[CH:15]=[CH:14][CH:13]=[CH:12][C:11]=1[CH2:16][NH2:17].CCN(C(C)C)C(C)C.CO.C(Cl)Cl. Product: [Cl:8][C:4]1[N:3]=[C:2]([NH:17][CH2:16][C:11]2[CH:12]=[CH:13][CH:14]=[CH:15][C:10]=2[Cl:9])[CH:7]=[N:6][CH:5]=1. The catalyst class is: 10. (5) Product: [Cl:1][C:2]1[CH:3]=[C:4]([C:13]2[N:18]=[C:17]([CH3:19])[N:16]=[C:15]([N:20]([CH2:21][C:22]3[CH:23]=[CH:24][C:25]([O:28][CH3:29])=[CH:26][CH:27]=3)[CH2:30][C:31]3[CH:32]=[CH:33][C:34]([O:37][CH3:38])=[CH:35][CH:36]=3)[N:14]=2)[C:5]([F:8])=[N:6][CH:7]=1. The catalyst class is: 38. Reactant: [Cl:1][C:2]1[CH:3]=[C:4](B(O)O)[C:5]([F:8])=[N:6][CH:7]=1.Cl[C:13]1[N:18]=[C:17]([CH3:19])[N:16]=[C:15]([N:20]([CH2:30][C:31]2[CH:36]=[CH:35][C:34]([O:37][CH3:38])=[CH:33][CH:32]=2)[CH2:21][C:22]2[CH:27]=[CH:26][C:25]([O:28][CH3:29])=[CH:24][CH:23]=2)[N:14]=1.C([O-])(=O)C.[K+].B(O)O.[NH4+].[Cl-].